This data is from Forward reaction prediction with 1.9M reactions from USPTO patents (1976-2016). The task is: Predict the product of the given reaction. (1) Given the reactants C(OC(=O)/[C:7](/[C:18](=[O:26])[C:19]1[CH:24]=[CH:23][CH:22]=[CH:21][C:20]=1[OH:25])=[CH:8]/[C:9]1[S:10][C:11]([C:14]([O:16][CH3:17])=[O:15])=[CH:12][N:13]=1)(C)(C)C.FC(F)(F)C1C=C(NC(N[C@@H]2CCCC[C@H]2N(C)C)=S)C=C(C(F)(F)F)C=1.CC1(C)[C@]2(CS(O)(=O)=O)C(C[C@H]1CC2)=O, predict the reaction product. The product is: [O:26]=[C:18]1[C:19]2[C:20](=[CH:21][CH:22]=[CH:23][CH:24]=2)[O:25][CH:8]([C:9]2[S:10][C:11]([C:14]([O:16][CH3:17])=[O:15])=[CH:12][N:13]=2)[CH2:7]1. (2) Given the reactants [Si]([O:8][C:9]1([C:12]2[CH:31]=[CH:30][C:15]([N:16]=C(C3C=CC=CC=3)C3C=CC=CC=3)=[CH:14][C:13]=2[F:32])[CH2:11][CH2:10]1)(C(C)(C)C)(C)C.Cl, predict the reaction product. The product is: [NH2:16][C:15]1[CH:30]=[CH:31][C:12]([C:9]2([OH:8])[CH2:10][CH2:11]2)=[C:13]([F:32])[CH:14]=1. (3) Given the reactants [CH3:1][O:2][C:3]1[CH:4]=[C:5]2[C:10](=[CH:11][C:12]=1[O:13][CH3:14])[C:9]([CH3:15])=[N:8][C:7]([OH:16])=[CH:6]2.[OH-].[K+].Cl.Cl[CH2:21][C:22]1[C:23]([NH:35][CH3:36])=[N:24][C:25]2[CH:26]=[C:27]3[O:34][CH2:33][O:32][C:28]3=[CH:29][C:30]=2[CH:31]=1, predict the reaction product. The product is: [CH3:1][O:2][C:3]1[CH:4]=[C:5]2[C:10](=[CH:11][C:12]=1[O:13][CH3:14])[C:9]([CH3:15])=[N:8][C:7]([OH:16])=[C:6]2[CH2:21][C:22]1[C:23]([NH:35][CH3:36])=[N:24][C:25]2[CH:26]=[C:27]3[O:34][CH2:33][O:32][C:28]3=[CH:29][C:30]=2[CH:31]=1. (4) The product is: [Cl:8][C:6]1[S:7][C:3]([CH:2]=[O:18])=[C:4]([C:9]([O:11][CH2:12][CH3:13])=[O:10])[N:5]=1. Given the reactants Br[CH2:2][C:3]1[S:7][C:6]([Cl:8])=[N:5][C:4]=1[C:9]([O:11][CH2:12][CH3:13])=[O:10].C[N+]1([O-])CC[O:18]CC1, predict the reaction product.